The task is: Predict which catalyst facilitates the given reaction.. This data is from Catalyst prediction with 721,799 reactions and 888 catalyst types from USPTO. (1) Reactant: [Br:1]Br.[C:3]1([C:9]2[CH:13]=[CH:12][O:11][N:10]=2)[CH:8]=[CH:7][CH:6]=[CH:5][CH:4]=1.C(=O)(O)[O-].[Na+]. Product: [Br:1][C:13]1[C:9]([C:3]2[CH:4]=[CH:5][CH:6]=[CH:7][CH:8]=2)=[N:10][O:11][CH:12]=1. The catalyst class is: 15. (2) Reactant: IC.[CH3:3][O:4][C:5]1[CH:6]=[C:7]2[C@H:24]3[C@H:15]([O:16][C:17]4[C:18]5[CH:30]=[CH:29][C:28]([CH3:32])([CH3:31])[O:27][C:19]=5[CH:20]=[CH:21][C:22]=4[C:23]3=[N:25][OH:26])[CH2:14][O:13][C:8]2=[CH:9][C:10]=1[O:11][CH3:12].[CH3:33]C([O-])(C)C.[K+].[NH4+].[Cl-]. Product: [CH3:33][O:26][N:25]=[C:23]1[C:22]2[CH:21]=[CH:20][C:19]3[O:27][C:28]([CH3:32])([CH3:31])[CH:29]=[CH:30][C:18]=3[C:17]=2[O:16][C@@H:15]2[CH2:14][O:13][C:8]3[C:7]([C@H:24]12)=[CH:6][C:5]([O:4][CH3:3])=[C:10]([O:11][CH3:12])[CH:9]=3. The catalyst class is: 1. (3) Reactant: [CH3:1][N:2]([CH2:13][C:14]1[NH:18][C:17]2[CH:19]=[CH:20][CH:21]=[C:22]([N:23]3[CH2:28][CH2:27][NH:26][CH2:25][CH2:24]3)[C:16]=2[N:15]=1)[CH:3]1[C:12]2[N:11]=[CH:10][CH:9]=[CH:8][C:7]=2[CH2:6][CH2:5][CH2:4]1.CCN(C(C)C)C(C)C.[C:38](OC(=O)C)(=[O:40])[CH3:39]. Product: [C:38]([N:26]1[CH2:25][CH2:24][N:23]([C:22]2[C:16]3[N:15]=[C:14]([CH2:13][N:2]([CH3:1])[CH:3]4[C:12]5[N:11]=[CH:10][CH:9]=[CH:8][C:7]=5[CH2:6][CH2:5][CH2:4]4)[NH:18][C:17]=3[CH:19]=[CH:20][CH:21]=2)[CH2:28][CH2:27]1)(=[O:40])[CH3:39]. The catalyst class is: 2. (4) Reactant: [I:1][C:2]1[C:6]([C:7]([O:9]CC)=[O:8])=[CH:5][N:4]([CH:12]2[CH2:17][CH2:16][CH2:15][CH2:14][O:13]2)[N:3]=1.[Li+].[OH-]. Product: [I:1][C:2]1[C:6]([C:7]([OH:9])=[O:8])=[CH:5][N:4]([CH:12]2[CH2:17][CH2:16][CH2:15][CH2:14][O:13]2)[N:3]=1. The catalyst class is: 87.